Dataset: Catalyst prediction with 721,799 reactions and 888 catalyst types from USPTO. Task: Predict which catalyst facilitates the given reaction. (1) Reactant: CC([N:5]([C@@H:9]([CH3:29])[C:10]([NH:12][C@@H:13]([CH2:27][CH3:28])/[CH:14]=[CH:15]/[C:16]([N:18]1[CH2:26][C:25]2[C:20](=[CH:21][CH:22]=[CH:23][CH:24]=2)[CH2:19]1)=[O:17])=[O:11])C(=O)[O-])(C)C.[C:30]([OH:36])([C:32]([F:35])([F:34])[F:33])=[O:31]. Product: [F:33][C:32]([F:35])([F:34])[C:30]([OH:36])=[O:31].[CH2:19]1[C:20]2[C:25](=[CH:24][CH:23]=[CH:22][CH:21]=2)[CH2:26][N:18]1[C:16](=[O:17])/[CH:15]=[CH:14]/[C@@H:13]([NH:12][C:10](=[O:11])[C@H:9]([CH3:29])[NH2:5])[CH2:27][CH3:28]. The catalyst class is: 2. (2) Product: [CH3:1][C:2]1[S:3][CH:4]=[C:5]([CH2:19][C:17]2[CH:18]=[C:14]([CH3:13])[S:15][CH:16]=2)[CH:6]=1. The catalyst class is: 316. Reactant: [CH3:1][C:2]1[S:3][CH:4]=[C:5](Br)[CH:6]=1.[Li]CCCC.[CH3:13][C:14]1[S:15][CH:16]=[C:17]([CH:19]=O)[CH:18]=1.[NH4+].[Cl-].[H-].[H-].[H-].[H-].[Li+].[Al+3].[Al+3].[Cl-].[Cl-].[Cl-].